This data is from Forward reaction prediction with 1.9M reactions from USPTO patents (1976-2016). The task is: Predict the product of the given reaction. Given the reactants [N+:1]([C:4]1[CH:9]=[CH:8][CH:7]=[CH:6][C:5]=1[NH:10][CH:11]([CH2:15][S:16]([CH2:19][C:20]1[CH:25]=[CH:24][CH:23]=[CH:22][CH:21]=1)(=[O:18])=[O:17])[C:12](O)=[O:13])([O-:3])=[O:2].C1C=CC2N(O)N=NC=2C=1.C(Cl)CCl.[NH2:40][CH:41]([CH2:53][CH3:54])[C@@H:42]([C:44]1[O:45][C:46]2[CH:52]=[CH:51][CH:50]=[CH:49][C:47]=2[N:48]=1)[OH:43].CN1CCOCC1, predict the reaction product. The product is: [O:45]1[C:46]2[CH:52]=[CH:51][CH:50]=[CH:49][C:47]=2[N:48]=[C:44]1[CH:42]([C@@H:41]([NH:40][C:12](=[O:13])[C@@H:11]([NH:10][C:5]1[CH:6]=[CH:7][CH:8]=[CH:9][C:4]=1[N+:1]([O-:3])=[O:2])[CH2:15][S:16]([CH2:19][C:20]1[CH:25]=[CH:24][CH:23]=[CH:22][CH:21]=1)(=[O:18])=[O:17])[CH2:53][CH3:54])[OH:43].